This data is from Full USPTO retrosynthesis dataset with 1.9M reactions from patents (1976-2016). The task is: Predict the reactants needed to synthesize the given product. (1) Given the product [CH3:1][N:2]1[C:6]([CH:7]([OH:8])[C:17]([F:19])([F:18])[F:16])=[CH:5][N:4]=[C:3]1[CH3:9], predict the reactants needed to synthesize it. The reactants are: [CH3:1][N:2]1[C:6]([CH:7]=[O:8])=[CH:5][N:4]=[C:3]1[CH3:9].C(=O)([O-])[O-].[K+].[K+].[F:16][C:17]([Si](C)(C)C)([F:19])[F:18]. (2) Given the product [Cl:9][C:10]1[CH:15]=[C:14]([Cl:16])[C:13]([O:17][CH3:18])=[CH:12][C:11]=1[NH:19][C:20]1[C:25]([C:26]#[N:27])=[CH:24][N:23]=[C:22]2[CH:28]=[C:29](/[CH:31]=[CH:32]/[N:2]3[N:3]=[CH:4][CH:5]=[N:1]3)[S:30][C:21]=12, predict the reactants needed to synthesize it. The reactants are: [NH:1]1[CH:5]=[CH:4][N:3]=[N:2]1.O.[OH-].[Cs+].[Cl:9][C:10]1[CH:15]=[C:14]([Cl:16])[C:13]([O:17][CH3:18])=[CH:12][C:11]=1[NH:19][C:20]1[C:25]([C:26]#[N:27])=[CH:24][N:23]=[C:22]2[CH:28]=[C:29]([C:31]#[CH:32])[S:30][C:21]=12. (3) Given the product [CH3:40][O:39][C:37](=[O:38])[NH:1][C:2]1[CH:3]=[CH:4][C:5]([N:8]2[C:12](=[O:13])[CH:11]=[C:10]([C@H:14]3[N:22]4[C:17](=[CH:18][C:19]([C:24]5[CH:29]=[C:28]([Cl:30])[CH:27]=[CH:26][C:25]=5[N:31]5[CH:35]=[N:34][N:33]=[N:32]5)=[CH:20][C:21]4=[O:23])[CH2:16][CH2:15]3)[NH:9]2)=[CH:6][CH:7]=1, predict the reactants needed to synthesize it. The reactants are: [NH2:1][C:2]1[CH:7]=[CH:6][C:5]([N:8]2[C:12](=[O:13])[CH:11]=[C:10]([C@H:14]3[N:22]4[C:17](=[CH:18][C:19]([C:24]5[CH:29]=[C:28]([Cl:30])[CH:27]=[CH:26][C:25]=5[N:31]5[CH:35]=[N:34][N:33]=[N:32]5)=[CH:20][C:21]4=[O:23])[CH2:16][CH2:15]3)[NH:9]2)=[CH:4][CH:3]=1.Cl[C:37]([O:39][CH3:40])=[O:38]. (4) Given the product [CH3:24][C:25]1[CH:29]=[C:28]([C:30]2[CH:31]=[CH:32][CH:33]=[CH:34][CH:35]=2)[N:27]([C:36]2[CH:37]=[CH:38][C:39]([CH2:40][NH:41][C:15]([C:13]3[N:14]=[C:10]([NH:9][C:7]([C:2]4[C:1]([C:18]5[CH:19]=[CH:20][CH:21]=[CH:22][CH:23]=5)=[CH:6][CH:5]=[CH:4][CH:3]=4)=[O:8])[S:11][CH:12]=3)=[O:16])=[CH:42][CH:43]=2)[N:26]=1, predict the reactants needed to synthesize it. The reactants are: [C:1]1([C:18]2[CH:23]=[CH:22][CH:21]=[CH:20][CH:19]=2)[C:2]([C:7]([NH:9][C:10]2[S:11][CH:12]=[C:13]([C:15](O)=[O:16])[N:14]=2)=[O:8])=[CH:3][CH:4]=[CH:5][CH:6]=1.[CH3:24][C:25]1[CH:29]=[C:28]([C:30]2[CH:35]=[CH:34][CH:33]=[CH:32][CH:31]=2)[N:27]([C:36]2[CH:43]=[CH:42][C:39]([CH2:40][NH2:41])=[CH:38][CH:37]=2)[N:26]=1.CN(C(ON1N=NC2C=CC=CC1=2)=[N+](C)C)C.[B-](F)(F)(F)F.C(N(C(C)C)C(C)C)C. (5) Given the product [I:13][C:7]1[C:2]([CH3:1])=[N:3][C:4]2[N:5]([N:9]=[CH:10][N:11]=2)[C:6]=1[NH2:8], predict the reactants needed to synthesize it. The reactants are: [CH3:1][C:2]1[CH:7]=[C:6]([NH2:8])[N:5]2[N:9]=[CH:10][N:11]=[C:4]2[N:3]=1.[Na+].[I-:13].CC1C=CC(S([N-]Cl)(=O)=O)=CC=1.O.O.O.[Na+].